Predict the product of the given reaction. From a dataset of Forward reaction prediction with 1.9M reactions from USPTO patents (1976-2016). (1) Given the reactants [NH2:1][C:2]1[CH:11]=[C:10]2[C:5]([CH2:6][N:7]([CH2:21][C:22]3[CH:27]=[CH:26][C:25]([O:28][CH3:29])=[CH:24][CH:23]=3)[C:8](=[O:20])[N:9]2[C:12]2[C:17]([Cl:18])=[CH:16][CH:15]=[CH:14][C:13]=2[Cl:19])=[C:4]([C:30]2[CH:35]=[CH:34][CH:33]=[CH:32][C:31]=2[Cl:36])[CH:3]=1.[C:37]([N:41]1[CH2:46][CH2:45][C:44](=O)[CH2:43][CH2:42]1)([CH3:40])([CH3:39])[CH3:38], predict the reaction product. The product is: [C:37]([N:41]1[CH2:46][CH2:45][CH:44]([NH:1][C:2]2[CH:11]=[C:10]3[C:5]([CH2:6][N:7]([CH2:21][C:22]4[CH:23]=[CH:24][C:25]([O:28][CH3:29])=[CH:26][CH:27]=4)[C:8](=[O:20])[N:9]3[C:12]3[C:17]([Cl:18])=[CH:16][CH:15]=[CH:14][C:13]=3[Cl:19])=[C:4]([C:30]3[CH:35]=[CH:34][CH:33]=[CH:32][C:31]=3[Cl:36])[CH:3]=2)[CH2:43][CH2:42]1)([CH3:40])([CH3:39])[CH3:38]. (2) The product is: [C:1]([C:5]1[CH:10]=[CH:9][C:8]([CH:11]2[CH2:12][CH:24]2[C:23]([O:22][CH2:20][CH3:21])=[O:27])=[CH:7][C:6]=1[F:13])([CH3:4])([CH3:3])[CH3:2]. Given the reactants [C:1]([C:5]1[CH:10]=[CH:9][C:8]([CH:11]=[CH2:12])=[CH:7][C:6]=1[F:13])([CH3:4])([CH3:3])[CH3:2].CN1C=CN=C1.[CH2:20]([O:22][C:23](=[O:27])[CH:24]=[N+]=[N-])[CH3:21], predict the reaction product. (3) Given the reactants [CH3:1][O:2][C:3]1[CH:13]=[CH:12][C:6]([CH:7]=[CH:8][C:9]([OH:11])=[O:10])=[CH:5][CH:4]=1.O.ON1C2C=CC=C[C:19]=2N=N1.C(N(CC)CC)C, predict the reaction product. The product is: [CH:3]12[CH2:7][CH:6]([CH:5]=[CH:4]1)[CH2:12][CH2:13]2.[CH3:19][C:12]1[CH:13]=[C:3]([O:2][CH3:1])[CH:4]=[CH:5][C:6]=1[CH:7]=[CH:8][C:9]([O-:11])=[O:10].